From a dataset of Reaction yield outcomes from USPTO patents with 853,638 reactions. Predict the reaction yield, written as a fraction of the theoretical maximum amount of product (1.0 means a 100% yield; for example, 0.34 means a 34% yield). (1) The reactants are Br[C:2]1[CH:7]=[CH:6][CH:5]=[CH:4][C:3]=1[O:8][CH3:9].[Li]CCCC.[Cl:15][C:16]1[CH:27]=[CH:26][C:19]([C:20](N(OC)C)=[O:21])=[CH:18][N:17]=1. The catalyst is C1COCC1. The product is [Cl:15][C:16]1[N:17]=[CH:18][C:19]([C:20]([C:2]2[CH:7]=[CH:6][CH:5]=[CH:4][C:3]=2[O:8][CH3:9])=[O:21])=[CH:26][CH:27]=1. The yield is 0.476. (2) The reactants are [C:1]([CH2:3][C@@H:4]([N:13]([CH3:18])[CH2:14][C:15]([OH:17])=[O:16])[CH2:5][C:6]1[CH:11]=[CH:10][C:9]([OH:12])=[CH:8][CH:7]=1)#[N:2].C([O-])([O-])=O.[K+].[K+].[Cl:25][C:26]1[CH:27]=[C:28]([CH:31]=[CH:32][C:33]=1[Cl:34])[CH2:29]Br. The catalyst is CN(C=O)C. The product is [C:6]([O:16][C:15](=[O:17])[CH2:14][N:13]([C@@H:4]([CH2:5][C:6]1[CH:11]=[CH:10][C:9]([O:12][CH2:29][C:28]2[CH:31]=[CH:32][C:33]([Cl:34])=[C:26]([Cl:25])[CH:27]=2)=[CH:8][CH:7]=1)[CH2:3][C:1]#[N:2])[CH3:18])([CH3:11])([CH3:7])[CH3:5]. The yield is 0.880. (3) The reactants are [Cl:1][C:2]1[CH:12]=[C:11]([N+:13]([O-])=O)[C:5]2[O:6][CH2:7][C:8](=[O:10])[NH:9][C:4]=2[CH:3]=1. The catalyst is [Pd].O1CCCC1. The product is [NH2:13][C:11]1[C:5]2[O:6][CH2:7][C:8](=[O:10])[NH:9][C:4]=2[CH:3]=[C:2]([Cl:1])[CH:12]=1. The yield is 0.920. (4) The reactants are [CH2:1]([O:8][C:9]1[CH:28]=[CH:27][C:12]([CH2:13][NH:14][C:15]([C:17]2[CH:18]=[C:19]3[C:24](=[CH:25][CH:26]=2)[N:23]=[CH:22][CH:21]=[CH:20]3)=O)=[CH:11][CH:10]=1)[C:2]1[CH:7]=[CH:6][CH:5]=[CH:4][CH:3]=1.COC1C=CC(P2(=S)SP(=S)(C3C=CC(OC)=CC=3)[S:38]2)=CC=1. The catalyst is O1CCCC1. The product is [CH2:1]([O:8][C:9]1[CH:28]=[CH:27][C:12]([CH2:13][NH:14][C:15]([C:17]2[CH:18]=[C:19]3[C:24](=[CH:25][CH:26]=2)[N:23]=[CH:22][CH:21]=[CH:20]3)=[S:38])=[CH:11][CH:10]=1)[C:2]1[CH:7]=[CH:6][CH:5]=[CH:4][CH:3]=1. The yield is 0.170. (5) The reactants are [Br:1][C:2]1[CH:11]=[C:10]2[C:5]([CH2:6][O:7][C:8]2=[O:9])=[CH:4][CH:3]=1.CC(C[AlH]CC(C)C)C. The catalyst is ClCCl. The product is [Br:1][C:2]1[CH:11]=[C:10]2[C:5]([CH2:6][O:7][CH:8]2[OH:9])=[CH:4][CH:3]=1. The yield is 0.960. (6) The reactants are C(OC1N=CC([NH:15][C:16]2[CH:21]=[C:20]([O:22][CH2:23][C:24]3[CH:29]=[CH:28][C:27]([O:30][CH3:31])=[CH:26][CH:25]=3)[CH:19]=[C:18]([Br:32])[CH:17]=2)=CC=1)C1C=CC=CC=1.C(OC1N=CC(N)=CC=1)C1C=CC=CC=1.BrC1C=C(OCC2C=CC(OC)=CC=2)C=C(Br)C=1.CC([O-])(C)C.[Na+]. The catalyst is C1C=CC(/C=C/C(/C=C/C2C=CC=CC=2)=O)=CC=1.C1C=CC(/C=C/C(/C=C/C2C=CC=CC=2)=O)=CC=1.C1C=CC(/C=C/C(/C=C/C2C=CC=CC=2)=O)=CC=1.[Pd].[Pd].C1C=CC(P(C2C(C3C(P(C4C=CC=CC=4)C4C=CC=CC=4)=CC=C4C=3C=CC=C4)=C3C(C=CC=C3)=CC=2)C2C=CC=CC=2)=CC=1. The product is [Br:32][C:18]1[CH:17]=[C:16]([NH2:15])[CH:21]=[C:20]([O:22][CH2:23][C:24]2[CH:25]=[CH:26][C:27]([O:30][CH3:31])=[CH:28][CH:29]=2)[CH:19]=1. The yield is 0.470. (7) The reactants are [Cl:1][C:2]1[CH:3]=[C:4]([C:9]2(O)[CH2:12][O:11][CH2:10]2)[CH:5]=[C:6]([Cl:8])[CH:7]=1.CCN(C(C)C)C(C)C.FC(F)(F)S(OS(C(F)(F)F)(=O)=O)(=O)=O.[CH:38]1([C:41]2[C:42]([O:52][CH2:53][CH:54]3[CH2:59][CH2:58][NH:57][CH2:56][CH2:55]3)=[CH:43][C:44]([F:51])=[C:45]([CH:50]=2)[C:46]([O:48][CH3:49])=[O:47])[CH2:40][CH2:39]1. The catalyst is C(Cl)Cl.C(#N)C. The product is [CH:38]1([C:41]2[C:42]([O:52][CH2:53][CH:54]3[CH2:55][CH2:56][N:57]([C:9]4([C:4]5[CH:3]=[C:2]([Cl:1])[CH:7]=[C:6]([Cl:8])[CH:5]=5)[CH2:12][O:11][CH2:10]4)[CH2:58][CH2:59]3)=[CH:43][C:44]([F:51])=[C:45]([CH:50]=2)[C:46]([O:48][CH3:49])=[O:47])[CH2:40][CH2:39]1. The yield is 0.690. (8) The reactants are [Br:1][C:2]1[CH:7]=[CH:6][C:5]([C:8]2[NH:12][C:11]([C@@H:13]3[CH2:17][C@@H:16](O)[CH2:15][N:14]3[C:19]([O:21][CH2:22][C:23]3[CH:28]=[CH:27][CH:26]=[CH:25][CH:24]=3)=[O:20])=[N:10][CH:9]=2)=[CH:4][CH:3]=1.COCCN(S(F)(F)[F:39])CCOC.C(=O)(O)[O-].[Na+]. The catalyst is C(Cl)Cl. The product is [Br:1][C:2]1[CH:7]=[CH:6][C:5]([C:8]2[NH:12][C:11]([C@@H:13]3[CH2:17][C@H:16]([F:39])[CH2:15][N:14]3[C:19]([O:21][CH2:22][C:23]3[CH:28]=[CH:27][CH:26]=[CH:25][CH:24]=3)=[O:20])=[N:10][CH:9]=2)=[CH:4][CH:3]=1. The yield is 0.620. (9) The catalyst is C1COCC1.CCOC(C)=O.CO. The yield is 0.290. The reactants are [F:1][C:2]1[CH:3]=[CH:4][C:5]2[N:6]([C:8]([N:11]3[CH2:16][CH2:15][CH:14]([OH:17])[CH2:13][CH2:12]3)=[N:9][N:10]=2)[CH:7]=1.[H-].[Na+].[CH2:20](Br)[CH:21]=[CH2:22].O. The product is [CH2:22]([O:17][CH:14]1[CH2:15][CH2:16][N:11]([C:8]2[N:6]3[CH:7]=[C:2]([F:1])[CH:3]=[CH:4][C:5]3=[N:10][N:9]=2)[CH2:12][CH2:13]1)[CH:21]=[CH2:20].